Dataset: Catalyst prediction with 721,799 reactions and 888 catalyst types from USPTO. Task: Predict which catalyst facilitates the given reaction. (1) Reactant: [OH-].[Na+].[O:3]=[C:4]1[C:13]2[C:8](=[CH:9][CH:10]=[C:11]([C:14]([O-:16])=[O:15])[CH:12]=2)[O:7][CH:6]=[CH:5]1. Product: [O:3]=[C:4]1[C:13]2[C:8](=[CH:9][CH:10]=[C:11]([C:14]([OH:16])=[O:15])[CH:12]=2)[O:7][CH:6]=[CH:5]1. The catalyst class is: 5. (2) Reactant: [F:1][C:2]1[CH:3]=[C:4]([C:9]#[C:10][Si](C)(C)C)[C:5]([NH2:8])=[N:6][CH:7]=1.CC([O-])(C)C.[K+].[Cl-].[Na+]. Product: [F:1][C:2]1[CH:3]=[C:4]2[CH:9]=[CH:10][NH:8][C:5]2=[N:6][CH:7]=1. The catalyst class is: 60. (3) Reactant: [CH2:1]([O:3][C:4]([C:6]1[CH2:10][C:9]([C:15]2[CH:20]=[CH:19][C:18]([N:21]3[C:25](=[O:26])[C:24]4=[C:27]([I:31])[CH:28]=[CH:29][CH:30]=[C:23]4[C:22]3=[O:32])=[C:17]([CH3:33])[CH:16]=2)([C:11]([F:14])([F:13])[F:12])[O:8][N:7]=1)=[O:5])[CH3:2].[CH:34]([NH2:37])([CH3:36])[CH3:35]. Product: [CH2:1]([O:3][C:4]([C:6]1[CH2:10][C:9]([C:15]2[CH:20]=[CH:19][C:18]([NH:21][C:25](=[O:26])[C:24]3[C:23](=[CH:30][CH:29]=[CH:28][C:27]=3[I:31])[C:22]([NH:37][CH:34]([CH3:36])[CH3:35])=[O:32])=[C:17]([CH3:33])[CH:16]=2)([C:11]([F:14])([F:12])[F:13])[O:8][N:7]=1)=[O:5])[CH3:2]. The catalyst class is: 12. (4) Reactant: CC1C=CC(S(O[CH2:12][CH2:13][O:14][CH2:15][CH2:16][O:17][CH2:18][CH2:19][O:20][CH3:21])(=O)=O)=CC=1.C([O-])([O-])=O.[K+].[K+].[N+:28]([C:31]1[CH:36]=[CH:35][C:34]([OH:37])=[CH:33][CH:32]=1)([O-:30])=[O:29]. Product: [CH3:21][O:20][CH2:19][CH2:18][O:17][CH2:16][CH2:15][O:14][CH2:13][CH2:12][O:37][C:34]1[CH:35]=[CH:36][C:31]([N+:28]([O-:30])=[O:29])=[CH:32][CH:33]=1. The catalyst class is: 18. (5) Reactant: COC1C=CC(P2(=S)SP(C3C=CC(OC)=CC=3)(=S)[S:10]2)=CC=1.[N:23]1([C@H:29]2[CH2:32][C@H:31]([S:33][C:34]3[CH:42]=[CH:41][C:37]([C:38]([NH2:40])=O)=[CH:36][CH:35]=3)[CH2:30]2)[CH2:28][CH2:27][CH2:26][CH2:25][CH2:24]1. Product: [N:23]1([C@H:29]2[CH2:32][C@H:31]([S:33][C:34]3[CH:42]=[CH:41][C:37]([C:38](=[S:10])[NH2:40])=[CH:36][CH:35]=3)[CH2:30]2)[CH2:28][CH2:27][CH2:26][CH2:25][CH2:24]1. The catalyst class is: 7. (6) Reactant: [OH:1][C:2]1([C:15]2[S:16][C:17]([C:20]3[CH:25]=[C:24]([CH3:26])[CH:23]=[C:22]([NH:27][C:28]4[N:33]=[C:32](/[CH:34]=[CH:35]/[CH2:36][O:37][CH3:38])[CH:31]=[CH:30][N:29]=4)[CH:21]=3)=[CH:18][N:19]=2)[CH2:7][CH2:6][CH:5]([C:8]([O:10][C:11]([CH3:14])([CH3:13])[CH3:12])=[O:9])[CH2:4][CH2:3]1. Product: [OH:1][C:2]1([C:15]2[S:16][C:17]([C:20]3[CH:25]=[C:24]([CH3:26])[CH:23]=[C:22]([NH:27][C:28]4[N:33]=[C:32]([CH2:34][CH2:35][CH2:36][O:37][CH3:38])[CH:31]=[CH:30][N:29]=4)[CH:21]=3)=[CH:18][N:19]=2)[CH2:3][CH2:4][CH:5]([C:8]([O:10][C:11]([CH3:13])([CH3:12])[CH3:14])=[O:9])[CH2:6][CH2:7]1. The catalyst class is: 50.